Dataset: Catalyst prediction with 721,799 reactions and 888 catalyst types from USPTO. Task: Predict which catalyst facilitates the given reaction. (1) Reactant: [C:1](O)(=O)[CH3:2].C(OC(=O)C)(=O)C.[OH:12][NH:13][C:14]([C:16]1[CH:21]=[CH:20][C:19](=[O:22])[NH:18][N:17]=1)=[NH:15]. Product: [CH3:1][C:2]1[O:12][N:13]=[C:14]([C:16]2[CH:21]=[CH:20][C:19](=[O:22])[NH:18][N:17]=2)[N:15]=1. The catalyst class is: 17. (2) Reactant: [N:1]1[CH:6]=[CH:5][N:4]=[CH:3][C:2]=1C(O)=O.P([N:26]=[N+]=[N-])(=O)(OC1C=CC=CC=1)OC1C=CC=CC=1.[CH:29]1([CH:32]2[O:37][CH2:36][CH2:35][N:34]([C:38]3[CH:39]=[CH:40][C:41]4[N:47]5[CH2:48][C@H:44]([CH2:45][CH2:46]5)[NH:43][C:42]=4[N:49]=3)[CH2:33]2)[CH2:31][CH2:30]1.C1[CH2:54][O:53]CC1. Product: [CH:29]1([CH:32]2[CH2:33][N:34]([C:38]3[CH:39]=[CH:40][C:41]4[N:47]5[CH2:48][C@H:44]([CH2:45][CH2:46]5)[N:43]([C:54]([NH:26][C:2]5[CH:3]=[N:4][CH:5]=[CH:6][N:1]=5)=[O:53])[C:42]=4[N:49]=3)[CH2:35][CH2:36][O:37]2)[CH2:30][CH2:31]1. The catalyst class is: 6. (3) Reactant: [F:1][C:2]1[CH:10]=[C:9]2[C:5]([CH2:6][O:7][C:8]2=[O:11])=[C:4](/[N:12]=[CH:13]/[C:14]2[CH:19]=[CH:18][C:17]([F:20])=[CH:16][CH:15]=2)[CH:3]=1.[CH3:21][N:22]1[C:26]([CH:27]=O)=[N:25][CH:24]=[N:23]1.[CH3:29][CH2:30][O-:31].[Na+]. Product: [F:1][C:2]1[CH:10]=[C:9]([C:8]([O:7][CH2:6][CH3:5])=[O:11])[C:29]2[C:30](=[O:31])[CH:27]([C:26]3[N:22]([CH3:21])[N:23]=[CH:24][N:25]=3)[CH:13]([C:14]3[CH:15]=[CH:16][C:17]([F:20])=[CH:18][CH:19]=3)[NH:12][C:4]=2[CH:3]=1. The catalyst class is: 567. (4) Reactant: [F:1][C:2]1[CH:7]=[CH:6][CH:5]=[CH:4][C:3]=1[N:8]1[C:12](=[O:13])[CH2:11][C:10]([C:14]2[CH:19]=[CH:18][CH:17]=[CH:16][C:15]=2[F:20])=[N:9]1.CO[CH:23](OC)[N:24]([CH3:26])[CH3:25]. Product: [CH3:23][N:24](/[CH:26]=[C:11]1\[C:12](=[O:13])[N:8]([C:3]2[CH:4]=[CH:5][CH:6]=[CH:7][C:2]=2[F:1])[N:9]=[C:10]\1[C:14]1[CH:19]=[CH:18][CH:17]=[CH:16][C:15]=1[F:20])[CH3:25]. The catalyst class is: 7. (5) Reactant: [NH:1]1[CH:5]=[CH:4][C:3]([C:6]2[C:14]3[C:9](=[CH:10][N:11]=[C:12]([C:15]4[CH:16]=[N:17][CH:18]=[CH:19][CH:20]=4)[CH:13]=3)[N:8]([CH:21]3[CH2:26][CH2:25][CH2:24][CH2:23][O:22]3)[N:7]=2)=[N:2]1.[C:27]([N:34]1[CH2:39][CH2:38][CH:37](Br)[CH2:36][CH2:35]1)([O:29][C:30]([CH3:33])([CH3:32])[CH3:31])=[O:28].C(=O)([O-])[O-].[Cs+].[Cs+]. Product: [N:17]1[CH:18]=[CH:19][CH:20]=[C:15]([C:12]2[CH:13]=[C:14]3[C:6]([C:3]4[CH:4]=[CH:5][N:1]([CH:37]5[CH2:38][CH2:39][N:34]([C:27]([O:29][C:30]([CH3:33])([CH3:32])[CH3:31])=[O:28])[CH2:35][CH2:36]5)[N:2]=4)=[N:7][N:8]([CH:21]4[CH2:26][CH2:25][CH2:24][CH2:23][O:22]4)[C:9]3=[CH:10][N:11]=2)[CH:16]=1. The catalyst class is: 9. (6) Reactant: ClC1C=C(C=CC=1)C(OO)=[O:6].[C:12]([O:16][C:17]([N:19]([CH2:41][C@@H:42]1[CH:46]=[CH:45][CH2:44][N:43]1[C:47](=[O:54])[C:48]1[CH:53]=[CH:52][CH:51]=[CH:50][CH:49]=1)[NH:20][C:21](=[O:40])[C@@H:22]([NH:27][C:28](=[O:39])[C:29]1[CH:34]=[CH:33][C:32]([C:35]([CH3:38])([CH3:37])[CH3:36])=[CH:31][CH:30]=1)[CH2:23][CH:24]([CH3:26])[CH3:25])=[O:18])([CH3:15])([CH3:14])[CH3:13]. Product: [C:12]([O:16][C:17]([N:19]([CH2:41][C@@H:42]1[N:43]([C:47](=[O:54])[C:48]2[CH:53]=[CH:52][CH:51]=[CH:50][CH:49]=2)[CH2:44][CH:45]2[CH:46]1[O:6]2)[NH:20][C:21](=[O:40])[C@@H:22]([NH:27][C:28](=[O:39])[C:29]1[CH:30]=[CH:31][C:32]([C:35]([CH3:37])([CH3:36])[CH3:38])=[CH:33][CH:34]=1)[CH2:23][CH:24]([CH3:26])[CH3:25])=[O:18])([CH3:14])([CH3:15])[CH3:13]. The catalyst class is: 4.